Dataset: Reaction yield outcomes from USPTO patents with 853,638 reactions. Task: Predict the reaction yield, written as a fraction of the theoretical maximum amount of product (1.0 means a 100% yield; for example, 0.34 means a 34% yield). (1) The reactants are [CH2:1]([O:3][C:4]1[C:8]([CH2:9][CH2:10][CH2:11][O:12][C:13]2[CH:18]=[CH:17][C:16]([CH2:19][CH2:20][C:21]([O:23]CC)=[O:22])=[CH:15][C:14]=2[OH:26])=[CH:7][N:6]([C:27]2[CH:32]=[CH:31][C:30]([C:33]([F:36])([F:35])[F:34])=[CH:29][N:28]=2)[N:5]=1)[CH3:2].C(=O)([O-])[O-].[K+].[K+].I[CH2:44][CH2:45][CH2:46][CH3:47].CN(C)C=O. The catalyst is O. The product is [CH2:44]([O:26][C:14]1[CH:15]=[C:16]([CH2:19][CH2:20][C:21]([OH:23])=[O:22])[CH:17]=[CH:18][C:13]=1[O:12][CH2:11][CH2:10][CH2:9][C:8]1[C:4]([O:3][CH2:1][CH3:2])=[N:5][N:6]([C:27]2[CH:32]=[CH:31][C:30]([C:33]([F:35])([F:34])[F:36])=[CH:29][N:28]=2)[CH:7]=1)[CH2:45][CH2:46][CH3:47]. The yield is 0.860. (2) The reactants are [Br:1][C:2]1[N:10]=[CH:9][CH:8]=[CH:7][C:3]=1[C:4](O)=[O:5].C(N(CC)CC)C.ClC(OCC(C)C)=O.[BH4-].[Na+]. The catalyst is C1COCC1.O. The product is [Br:1][C:2]1[C:3]([CH2:4][OH:5])=[CH:7][CH:8]=[CH:9][N:10]=1. The yield is 0.900. (3) The reactants are [NH2:1][C:2]1[NH:3][C:4](=[O:34])[C:5]2[S:10][C:9](=[O:11])[N:8]([C@@H:12]3[O:24][C@H:23]([CH2:25][O:26][Si](C(C)(C)C)(C)C)[C@@H:18]([O:19][C:20](=[O:22])[CH3:21])[C@H:13]3[O:14][C:15](=[O:17])[CH3:16])[C:6]=2[N:7]=1.[F-].C([N+](CCCC)(CCCC)CCCC)CCC. The catalyst is C1COCC1. The product is [NH2:1][C:2]1[NH:3][C:4](=[O:34])[C:5]2[S:10][C:9](=[O:11])[N:8]([C@@H:12]3[O:24][C@H:23]([CH2:25][OH:26])[C@@H:18]([O:19][C:20](=[O:22])[CH3:21])[C@H:13]3[O:14][C:15](=[O:17])[CH3:16])[C:6]=2[N:7]=1. The yield is 0.860.